From a dataset of Catalyst prediction with 721,799 reactions and 888 catalyst types from USPTO. Predict which catalyst facilitates the given reaction. (1) Reactant: [Br:1][CH:2]([CH2:6][CH2:7]Br)[C:3](Cl)=[O:4].[F:9][C:10]1[CH:11]=[C:12]([CH:14]=[CH:15][C:16]=1[CH3:17])[NH2:13].CCN(CC)CC.[H-].[Na+]. Product: [Br:1][CH:2]1[CH2:6][CH2:7][N:13]([C:12]2[CH:14]=[CH:15][C:16]([CH3:17])=[C:10]([F:9])[CH:11]=2)[C:3]1=[O:4]. The catalyst class is: 59. (2) Reactant: [Br:1][C:2]1[CH:10]=[CH:9][C:8]([F:11])=[C:7]2[C:3]=1[CH2:4][CH2:5][CH:6]2[OH:12].[CH3:13][O:14][C:15](=[O:27])[CH2:16][CH:17]1[C:21]2[CH:22]=[CH:23][C:24](O)=[CH:25][C:20]=2[O:19][CH2:18]1.C(P(CCCC)CCCC)CCC.CC(OC(/N=N/C(OC(C)C)=O)=O)C. Product: [CH3:13][O:14][C:15](=[O:27])[CH2:16][CH:17]1[C:21]2[CH:22]=[CH:23][C:24]([O:12][CH:6]3[C:7]4[C:3](=[C:2]([Br:1])[CH:10]=[CH:9][C:8]=4[F:11])[CH2:4][CH2:5]3)=[CH:25][C:20]=2[O:19][CH2:18]1. The catalyst class is: 2. (3) Reactant: C([O:8][C:9](=[O:22])[CH2:10][NH:11][C:12](=[O:21])[CH2:13][C:14]([O:16][C:17]([CH3:20])([CH3:19])[CH3:18])=[O:15])C1C=CC=CC=1.[H][H]. Product: [C:17]([O:16][C:14]([CH2:13][C:12]([NH:11][CH2:10][C:9]([OH:22])=[O:8])=[O:21])=[O:15])([CH3:20])([CH3:18])[CH3:19]. The catalyst class is: 19. (4) Reactant: [CH:1]12[CH2:10][CH:5]3[CH2:6][CH:7]([CH2:9][CH:3]([CH2:4]3)[CH:2]1[NH:11][C:12]([N:14]1[CH2:19][CH2:18][C:17]3([C:28]4[C:23](=[CH:24][CH:25]=[CH:26][CH:27]=4)[CH2:22][NH:21][CH2:20]3)[CH2:16][CH2:15]1)=[O:13])[CH2:8]2.CCN(C(C)C)C(C)C.[CH3:38][N:39]=[C:40]=[O:41].Cl. Product: [CH:1]12[CH2:10][CH:5]3[CH2:6][CH:7]([CH2:9][CH:3]([CH2:4]3)[CH:2]1[NH:11][C:12]([N:14]1[CH2:19][CH2:18][C:17]3([C:28]4[C:23](=[CH:24][CH:25]=[CH:26][CH:27]=4)[CH2:22][N:21]([C:40]([NH:39][CH3:38])=[O:41])[CH2:20]3)[CH2:16][CH2:15]1)=[O:13])[CH2:8]2. The catalyst class is: 2. (5) Product: [CH3:1][O:2][C:3]1[CH:4]=[C:5]([CH:15]=[CH:16][C:17]=1[O:18][CH3:19])[C:6]([N:8]([CH2:36][CH2:35][CH2:34][CH:33]=[CH2:32])[C:9]1[CH:14]=[CH:13][CH:12]=[CH:11][CH:10]=1)=[O:7]. Reactant: [CH3:1][O:2][C:3]1[CH:4]=[C:5]([CH:15]=[CH:16][C:17]=1[O:18][CH3:19])[C:6]([NH:8][C:9]1[CH:14]=[CH:13][CH:12]=[CH:11][CH:10]=1)=[O:7].C(=O)([O-])[O-].[Cs+].[Cs+].C1COCC1.Br[CH2:32][CH2:33][CH2:34][CH:35]=[CH2:36]. The catalyst class is: 329. (6) Reactant: [NH2-].[Na+].[Cl:3][C:4]1[C:9]([Cl:10])=[CH:8][CH:7]=[CH:6][C:5]=1[NH:11][NH2:12].[CH3:13][C:14]1[CH:15]=[C:16]([CH:19]=[CH:20][CH:21]=1)[CH2:17]Br.O. Product: [ClH:3].[Cl:3][C:4]1[C:9]([Cl:10])=[CH:8][CH:7]=[CH:6][C:5]=1[N:11]([CH2:13][C:14]1[CH:21]=[CH:20][CH:19]=[C:16]([CH3:17])[CH:15]=1)[NH2:12]. The catalyst class is: 7.